From a dataset of Forward reaction prediction with 1.9M reactions from USPTO patents (1976-2016). Predict the product of the given reaction. (1) Given the reactants [C:1]([O:5][CH2:6][C:7](CO)(COC(=O)C=C)COC(=O)C=C)(=[O:4])[CH:2]=[CH2:3].O=C=[N:24]C1CC(C)(C)CC(C)(CN=C=O)C1, predict the reaction product. The product is: [C:1]([OH:5])(=[O:4])[CH:2]=[CH2:3].[NH2:24][C:1]([O:5][CH2:6][CH3:7])=[O:4]. (2) Given the reactants [CH:1]1[C:10]2[C:5](=[CH:6][CH:7]=[CH:8][CH:9]=2)[CH:4]=[CH:3][C:2]=1[C@H:11]([NH:28][C:29](=O)[CH2:30]Cl)[C@@H:12]([NH:23][C:24](=O)[CH2:25]Cl)[C:13]1[CH:22]=[CH:21][C:20]2[C:15](=[CH:16][CH:17]=[CH:18][CH:19]=2)[CH:14]=1.B.C1COCC1, predict the reaction product. The product is: [CH:1]1[C:10]2[C:5](=[CH:6][CH:7]=[CH:8][CH:9]=2)[CH:4]=[CH:3][C:2]=1[C@H:11]1[C@H:12]([C:13]2[CH:22]=[CH:21][C:20]3[C:15](=[CH:16][CH:17]=[CH:18][CH:19]=3)[CH:14]=2)[N:23]2[CH2:30][CH2:29][N:28]1[CH2:25][CH2:24]2. (3) Given the reactants [C:1]([N:4]1[C:13]2[C:8](=[CH:9][CH:10]=[CH:11][CH:12]=2)[C@@H:7]([OH:14])[CH2:6][C@@H:5]1[CH3:15])(=[O:3])[CH3:2].[F:16][C:17]1[CH:18]=[C:19]([CH:21]=[CH:22][C:23]=1[F:24])N, predict the reaction product. The product is: [C:1]([N:4]1[C:13]2[C:8](=[CH:9][CH:10]=[CH:11][CH:12]=2)[C@H:7]([O:14][C:21]2[CH:19]=[CH:18][C:17]([F:16])=[C:23]([F:24])[CH:22]=2)[CH2:6][C@@H:5]1[CH3:15])(=[O:3])[CH3:2].